This data is from Catalyst prediction with 721,799 reactions and 888 catalyst types from USPTO. The task is: Predict which catalyst facilitates the given reaction. (1) Reactant: Cl.[NH2:2][CH:3]1[CH2:7][CH2:6][N:5]([C:8]([C:10]2[N:11]=[C:12]3[C:17]([C:18]([F:21])([F:20])[F:19])=[CH:16][C:15]([C:22]4[CH:26]=[CH:25][O:24][CH:23]=4)=[CH:14][N:13]3[C:27]=2[Cl:28])=[O:9])[CH2:4]1.C(N(CC)C(C)C)(C)C.[CH3:38][S:39](Cl)(=[O:41])=[O:40]. Product: [Cl:28][C:27]1[N:13]2[CH:14]=[C:15]([C:22]3[CH:26]=[CH:25][O:24][CH:23]=3)[CH:16]=[C:17]([C:18]([F:20])([F:21])[F:19])[C:12]2=[N:11][C:10]=1[C:8]([N:5]1[CH2:6][CH2:7][CH:3]([NH:2][S:39]([CH3:38])(=[O:41])=[O:40])[CH2:4]1)=[O:9]. The catalyst class is: 31. (2) Reactant: [I:1][C:2]1[CH:3]=[C:4]([OH:8])[CH:5]=[CH:6][CH:7]=1.[CH3:9][S:10]([C:13]1[CH:14]=[C:15](B(O)O)[CH:16]=[CH:17][CH:18]=1)(=[O:12])=[O:11].N1C=CC=CC=1. Product: [I:1][C:2]1[CH:7]=[CH:6][CH:5]=[C:4]([O:8][C:17]2[CH:16]=[CH:15][CH:14]=[C:13]([S:10]([CH3:9])(=[O:12])=[O:11])[CH:18]=2)[CH:3]=1. The catalyst class is: 221.